Dataset: Forward reaction prediction with 1.9M reactions from USPTO patents (1976-2016). Task: Predict the product of the given reaction. (1) The product is: [Cl:22][C:17]1[CH:16]=[C:15]([NH:14][C:5]2[C:4]3[C:9](=[CH:10][CH:11]=[C:2]([NH:1][CH2:29][C:26]4[CH:25]=[C:24]([CH3:23])[NH:28][N:27]=4)[CH:3]=3)[N:8]=[CH:7][C:6]=2[C:12]#[N:13])[CH:20]=[CH:19][C:18]=1[F:21]. Given the reactants [NH2:1][C:2]1[CH:3]=[C:4]2[C:9](=[CH:10][CH:11]=1)[N:8]=[CH:7][C:6]([C:12]#[N:13])=[C:5]2[NH:14][C:15]1[CH:20]=[CH:19][C:18]([F:21])=[C:17]([Cl:22])[CH:16]=1.[CH3:23][C:24]1[NH:28][N:27]=[C:26]([CH:29]=O)[CH:25]=1.[BH3-]C#N.[Na+], predict the reaction product. (2) Given the reactants [CH3:1][N:2]([CH3:10])[CH2:3]/[CH:4]=[CH:5]/[C:6]([O:8]C)=[O:7].[OH-].[Na+].[ClH:13], predict the reaction product. The product is: [ClH:13].[CH3:1][N:2]([CH3:10])[CH2:3]/[CH:4]=[CH:5]/[C:6]([OH:8])=[O:7]. (3) The product is: [F:16][C:3]1[CH:4]=[C:5]([C:8]2[CH:13]=[CH:12][C:11]([O:14][CH3:15])=[CH:10][CH:9]=2)[CH:6]=[CH:7][C:2]=1[C:26]1[CH:27]=[CH:28][C:23]([CH2:20][CH2:21][CH3:22])=[CH:24][CH:25]=1. Given the reactants Br[C:2]1[CH:7]=[CH:6][C:5]([C:8]2[CH:13]=[CH:12][C:11]([O:14][CH3:15])=[CH:10][CH:9]=2)=[CH:4][C:3]=1[F:16].O.NN.[CH2:20]([C:23]1[CH:28]=[CH:27][C:26](B(O)O)=[CH:25][CH:24]=1)[CH2:21][CH3:22], predict the reaction product. (4) Given the reactants [OH:1][C@H:2]([C:22]1[CH:23]=[N:24][CH:25]=[CH:26][CH:27]=1)[CH2:3][NH:4][C@H:5]([CH3:21])[CH2:6][C:7]1[C:15]2[C:10](=[C:11]([O:16][CH2:17][C:18]([OH:20])=[O:19])[CH:12]=[CH:13][CH:14]=2)[NH:9][CH:8]=1.[C:28](=O)([O-])[O-].[K+].[K+].CN(C)[CH:36]=[O:37].[C:39](=O)([O-:50])[O:40][C:41]1(C(I)C)[CH2:46][CH2:45][CH2:44][CH2:43][CH2:42]1, predict the reaction product. The product is: [CH:41]1([O:40][C:39]([O:37][CH:36]([O:19][C:18](=[O:20])[CH2:17][O:16][C:11]2[CH:12]=[CH:13][CH:14]=[C:15]3[C:10]=2[NH:9][CH:8]=[C:7]3[CH2:6][C@H:5]([NH:4][CH2:3][C@H:2]([OH:1])[C:22]2[CH:23]=[N:24][CH:25]=[CH:26][CH:27]=2)[CH3:21])[CH3:28])=[O:50])[CH2:46][CH2:45][CH2:44][CH2:43][CH2:42]1. (5) Given the reactants Br[CH:2]([C:11]1[CH:16]=[CH:15][C:14]([Cl:17])=[CH:13][CH:12]=1)[C:3]1[CH:4]=[C:5]([CH:8]=[CH:9][CH:10]=1)[C:6]#[N:7].[F:18][C:19]1[CH:20]=[C:21]([CH:26]([CH:31]2[CH2:34][NH:33][CH2:32]2)[C:27]([CH3:30])([CH3:29])[CH3:28])[CH:22]=[C:23]([F:25])[CH:24]=1.C(N(CC)C(C)C)(C)C, predict the reaction product. The product is: [Cl:17][C:14]1[CH:15]=[CH:16][C:11]([CH:2]([N:33]2[CH2:34][CH:31]([CH:26]([C:21]3[CH:20]=[C:19]([F:18])[CH:24]=[C:23]([F:25])[CH:22]=3)[C:27]([CH3:30])([CH3:28])[CH3:29])[CH2:32]2)[C:3]2[CH:4]=[C:5]([CH:8]=[CH:9][CH:10]=2)[C:6]#[N:7])=[CH:12][CH:13]=1.